From a dataset of Full USPTO retrosynthesis dataset with 1.9M reactions from patents (1976-2016). Predict the reactants needed to synthesize the given product. (1) The reactants are: [CH:1]1([C:4]2[C:5]([CH:11]([CH2:31][CH3:32])[CH2:12][C@@H:13]([C:24]([O:26][C:27]([CH3:30])([CH3:29])[CH3:28])=[O:25])[C:14]([O:16][CH2:17][C:18]3[CH:23]=[CH:22][CH:21]=[CH:20][CH:19]=3)=[O:15])=[N:6][O:7][C:8]=2[CH2:9][OH:10])[CH2:3][CH2:2]1.CC(OI1(OC(C)=O)(OC(C)=O)OC(=O)C2C=CC=CC1=2)=O.S([O-])([O-])=O.[Na+].[Na+].C(=O)([O-])O.[Na+]. Given the product [CH:1]1([C:4]2[C:5]([CH:11]([CH2:31][CH3:32])[CH2:12][C@@H:13]([C:24]([O:26][C:27]([CH3:29])([CH3:28])[CH3:30])=[O:25])[C:14]([O:16][CH2:17][C:18]3[CH:19]=[CH:20][CH:21]=[CH:22][CH:23]=3)=[O:15])=[N:6][O:7][C:8]=2[CH:9]=[O:10])[CH2:2][CH2:3]1, predict the reactants needed to synthesize it. (2) Given the product [F:8][C:6]1[CH:5]=[C:4]([CH2:9][C:10]([NH:12][C@H:13]([C:15]([NH:18][CH:19]2[C:28]3[C:23](=[CH:24][CH:25]=[CH:26][CH:27]=3)[CH:22]([C:29]3[CH:30]=[CH:31][CH:32]=[CH:33][CH:34]=3)[NH:21][C:20]2=[O:35])=[O:17])[CH3:14])=[O:11])[CH:3]=[C:2]([F:1])[CH:7]=1, predict the reactants needed to synthesize it. The reactants are: [F:1][C:2]1[CH:3]=[C:4]([CH2:9][C:10]([NH:12][C@H:13]([C:15]([OH:17])=O)[CH3:14])=[O:11])[CH:5]=[C:6]([F:8])[CH:7]=1.[NH2:18][CH:19]1[C:28]2[C:23](=[CH:24][CH:25]=[CH:26][CH:27]=2)[CH:22]([C:29]2[CH:34]=[CH:33][CH:32]=[CH:31][CH:30]=2)[NH:21][C:20]1=[O:35]. (3) Given the product [Cl:17][C:10]1[S:11][C:12]([C:13]([O:15][CH3:16])=[O:14])=[C:8]([C:5]([OH:7])([CH3:1])[CH3:6])[N:9]=1, predict the reactants needed to synthesize it. The reactants are: [CH3:1][Al](C)C.[C:5]([C:8]1[N:9]=[C:10]([Cl:17])[S:11][C:12]=1[C:13]([O:15][CH3:16])=[O:14])(=[O:7])[CH3:6]. (4) Given the product [Cl:42][C:37]1[CH:38]=[CH:39][CH:40]=[CH:41][C:36]=1[CH:18]([NH:17][C:13]1[CH:12]=[C:11]([CH:16]=[CH:15][CH:14]=1)[CH2:10][NH:9][C:7](=[O:8])[O:6][C:2]([CH3:5])([CH3:4])[CH3:3])[C:19](=[O:20])[NH:21][C:22]1[CH:27]=[CH:26][C:25]([N:28]2[CH2:29][CH2:30][CH2:31][C:32]2=[N:47][CH2:46][CH2:45][N:44]([CH3:48])[CH3:43])=[C:24]([CH3:35])[CH:23]=1, predict the reactants needed to synthesize it. The reactants are: [I-].[C:2]([O:6][C:7]([NH:9][CH2:10][C:11]1[CH:12]=[C:13]([NH:17][C@@H:18]([C:36]2[CH:41]=[CH:40][CH:39]=[CH:38][C:37]=2[Cl:42])[C:19]([NH:21][C:22]2[CH:27]=[CH:26][C:25]([N+:28]3[C@H:29](S)[CH2:30][CH2:31][C:32]=3C)=[C:24]([CH3:35])[CH:23]=2)=[O:20])[CH:14]=[CH:15][CH:16]=1)=[O:8])([CH3:5])([CH3:4])[CH3:3].[CH3:43][N:44]([CH3:48])[CH2:45][CH2:46][NH2:47]. (5) The reactants are: [CH3:1][C:2]1[C:10]2[CH2:9][O:8][C:7](=[O:11])[C:6]=2[CH:5]=[C:4]([CH3:12])[C:3]=1[CH:13]1[CH2:15][O:14]1.C([Sn](CCCC)(CCCC)C(OCC)=C)CCC. Given the product [C:13]([C:3]1[C:4]([CH3:12])=[CH:5][C:6]2[C:7](=[O:11])[O:8][CH2:9][C:10]=2[C:2]=1[CH3:1])(=[O:14])[CH3:15], predict the reactants needed to synthesize it.